From a dataset of Full USPTO retrosynthesis dataset with 1.9M reactions from patents (1976-2016). Predict the reactants needed to synthesize the given product. (1) Given the product [CH:13]([N:11]1[CH:12]=[C:8]([C:6]([OH:7])=[O:5])[N:9]=[CH:10]1)([CH3:15])[CH3:14], predict the reactants needed to synthesize it. The reactants are: O.[OH-].[Li+].C[O:5][C:6]([C:8]1[N:9]=[CH:10][N:11]([CH:13]([CH3:15])[CH3:14])[CH:12]=1)=[O:7].Cl. (2) Given the product [CH2:10]([N:17]=[CH:4][C:3]1[CH:6]=[CH:7][CH:8]=[CH:9][C:2]=1[OH:1])[C:11]1[CH:16]=[CH:15][CH:14]=[CH:13][CH:12]=1, predict the reactants needed to synthesize it. The reactants are: [OH:1][C:2]1[CH:9]=[CH:8][CH:7]=[CH:6][C:3]=1[CH:4]=O.[CH2:10]([NH2:17])[C:11]1[CH:16]=[CH:15][CH:14]=[CH:13][CH:12]=1.C1(C)C=CC(S(O)(=O)=O)=CC=1. (3) Given the product [CH2:1]([O:3][C:4](=[O:25])[CH2:5][C:6]1[CH:11]=[CH:10][CH:9]=[C:8]([O:12][C:13]2[CH:18]=[CH:17][C:16]([C:19]([F:20])([F:21])[F:22])=[CH:15][C:14]=2[CH2:23][OH:24])[CH:7]=1)[CH3:2], predict the reactants needed to synthesize it. The reactants are: [CH2:1]([O:3][C:4](=[O:25])[CH2:5][C:6]1[CH:11]=[CH:10][CH:9]=[C:8]([O:12][C:13]2[CH:18]=[CH:17][C:16]([C:19]([F:22])([F:21])[F:20])=[CH:15][C:14]=2[CH:23]=[O:24])[CH:7]=1)[CH3:2].[BH4-].[Na+].